From a dataset of Full USPTO retrosynthesis dataset with 1.9M reactions from patents (1976-2016). Predict the reactants needed to synthesize the given product. Given the product [O:1]1[C:5]2[CH:6]=[CH:7][C:8]([CH:10]([OH:36])[CH2:11][S:12][C@H:13]3[C:16](=[O:17])[N:15]([C:18]4[CH:23]=[CH:22][C:21]([Cl:24])=[CH:20][CH:19]=4)[C@@H:14]3[C:25]3[CH:35]=[CH:34][C:28]([O:29][CH2:30][C:31]([NH:66][CH2:67][C:68]([NH:70][C@@H:71]([C:79]([OH:81])=[O:80])[CH2:72][CH:73]4[CH2:78][CH2:77][CH2:76][CH2:75][CH2:74]4)=[O:69])=[O:32])=[CH:27][CH:26]=3)=[CH:9][C:4]=2[O:3][CH2:2]1, predict the reactants needed to synthesize it. The reactants are: [O:1]1[C:5]2[CH:6]=[CH:7][C:8]([C:10](=[O:36])[CH2:11][S:12][C@H:13]3[C:16](=[O:17])[N:15]([C:18]4[CH:23]=[CH:22][C:21]([Cl:24])=[CH:20][CH:19]=4)[C@@H:14]3[C:25]3[CH:35]=[CH:34][C:28]([O:29][CH2:30][C:31](O)=[O:32])=[CH:27][CH:26]=3)=[CH:9][C:4]=2[O:3][CH2:2]1.CN1CCOCC1.CN(C(ON1N=NC2C=CC=CC1=2)=[N+](C)C)C.[B-](F)(F)(F)F.[NH2:66][CH2:67][C:68]([NH:70][C@@H:71]([C:79]([OH:81])=[O:80])[CH2:72][CH:73]1[CH2:78][CH2:77][CH2:76][CH2:75][CH2:74]1)=[O:69].